Dataset: Peptide-MHC class I binding affinity with 185,985 pairs from IEDB/IMGT. Task: Regression. Given a peptide amino acid sequence and an MHC pseudo amino acid sequence, predict their binding affinity value. This is MHC class I binding data. (1) The binding affinity (normalized) is 0. The peptide sequence is IPSSWAFGK. The MHC is HLA-A68:02 with pseudo-sequence HLA-A68:02. (2) The peptide sequence is HLPGFGTAF. The MHC is HLA-B27:03 with pseudo-sequence HLA-B27:03. The binding affinity (normalized) is 0.0847. (3) The binding affinity (normalized) is 0.0847. The peptide sequence is GPSPSHKSV. The MHC is HLA-B27:03 with pseudo-sequence HLA-B27:03. (4) The MHC is HLA-A11:01 with pseudo-sequence HLA-A11:01. The peptide sequence is HLYPVARQR. The binding affinity (normalized) is 0.258. (5) The binding affinity (normalized) is 0.606. The peptide sequence is RLSAAIGKA. The MHC is HLA-A02:03 with pseudo-sequence HLA-A02:03. (6) The peptide sequence is RFLEDYFGV. The MHC is HLA-B40:01 with pseudo-sequence HLA-B40:01. The binding affinity (normalized) is 0.0847.